Dataset: Full USPTO retrosynthesis dataset with 1.9M reactions from patents (1976-2016). Task: Predict the reactants needed to synthesize the given product. (1) Given the product [C:1]([C:5]1[O:9][N:8]=[C:7]([C:10]2[CH:15]=[C:14]([O:24][C@@H:22]([CH3:23])[C:21]([F:26])([F:25])[F:20])[C:13]([CH:17]3[CH2:19][CH2:18]3)=[CH:12][N:11]=2)[N:6]=1)([CH3:4])([CH3:3])[CH3:2], predict the reactants needed to synthesize it. The reactants are: [C:1]([C:5]1[O:9][N:8]=[C:7]([C:10]2[CH:15]=[C:14](Cl)[C:13]([CH:17]3[CH2:19][CH2:18]3)=[CH:12][N:11]=2)[N:6]=1)([CH3:4])([CH3:3])[CH3:2].[F:20][C:21]([F:26])([F:25])[C@@H:22]([OH:24])[CH3:23].[H-].[Na+]. (2) Given the product [CH:28]([NH:31][C:32]([NH:23][C:22]1[CH:21]=[CH:20][C:19]([O:18][C:17]2[CH:26]=[CH:27][C:14]([C:12]3[N:13]=[C:9]([CH2:8][O:1][C:2]4[CH:7]=[CH:6][CH:5]=[CH:4][CH:3]=4)[NH:10][CH:11]=3)=[CH:15][CH:16]=2)=[CH:25][CH:24]=1)=[O:33])([CH3:30])[CH3:29], predict the reactants needed to synthesize it. The reactants are: [O:1]([CH2:8][C:9]1[NH:10][CH:11]=[C:12]([C:14]2[CH:27]=[CH:26][C:17]([O:18][C:19]3[CH:25]=[CH:24][C:22]([NH2:23])=[CH:21][CH:20]=3)=[CH:16][CH:15]=2)[N:13]=1)[C:2]1[CH:7]=[CH:6][CH:5]=[CH:4][CH:3]=1.[CH:28]([N:31]=[C:32]=[O:33])([CH3:30])[CH3:29].O.C(OCC)(=O)C. (3) The reactants are: C(N(CC)CC)C.[CH3:8][S:9]([N:12]1[C:20]2[C:15](=[CH:16][CH:17]=[CH:18][CH:19]=2)[C:14]([CH:21]=[O:22])=[CH:13]1)(=[O:11])=[O:10].[CH:23](=[N:30][C:31]1[CH:36]=[CH:35][N:34]=[C:33]([O:37][CH3:38])[CH:32]=1)[C:24]1[CH:29]=[CH:28][CH:27]=[CH:26][CH:25]=1. Given the product [CH3:38][O:37][C:33]1[CH:32]=[C:31]([NH:30][CH:23]([C:24]2[CH:29]=[CH:28][CH:27]=[CH:26][CH:25]=2)[C:21]([C:14]2[C:15]3[C:20](=[CH:19][CH:18]=[CH:17][CH:16]=3)[N:12]([S:9]([CH3:8])(=[O:11])=[O:10])[CH:13]=2)=[O:22])[CH:36]=[CH:35][N:34]=1, predict the reactants needed to synthesize it. (4) Given the product [Br:19][C:20]1[N:21]=[C:22]([CH3:25])[N:23]([C:2]2[N:7]=[C:6]([CH3:8])[CH:5]=[C:4]([C:9]3[CH:14]=[CH:13][C:12]([C:15]([F:18])([F:17])[F:16])=[CH:11][CH:10]=3)[N:3]=2)[CH:24]=1, predict the reactants needed to synthesize it. The reactants are: Cl[C:2]1[N:7]=[C:6]([CH3:8])[CH:5]=[C:4]([C:9]2[CH:14]=[CH:13][C:12]([C:15]([F:18])([F:17])[F:16])=[CH:11][CH:10]=2)[N:3]=1.[Br:19][C:20]1[N:21]=[C:22]([CH3:25])[NH:23][CH:24]=1. (5) The reactants are: [N+:1]([C:4]1[CH:12]=[CH:11][CH:10]=[C:9]2[C:5]=1[CH:6]=[N:7][N:8]2[CH2:13][CH:14]1[CH2:19][CH2:18][CH2:17][N:16]([C:20](=[O:22])[CH3:21])[CH2:15]1)([O-])=O. Given the product [NH2:1][C:4]1[CH:12]=[CH:11][CH:10]=[C:9]2[C:5]=1[CH:6]=[N:7][N:8]2[CH2:13][CH:14]1[CH2:19][CH2:18][CH2:17][N:16]([C:20](=[O:22])[CH3:21])[CH2:15]1, predict the reactants needed to synthesize it. (6) Given the product [C:4]([C:6]1[CH:7]=[C:8]([S:12]([NH:2][CH3:1])(=[O:14])=[O:13])[CH:9]=[CH:10][CH:11]=1)#[N:5], predict the reactants needed to synthesize it. The reactants are: [CH3:1][NH2:2].O.[C:4]([C:6]1[CH:7]=[C:8]([S:12](Cl)(=[O:14])=[O:13])[CH:9]=[CH:10][CH:11]=1)#[N:5].